Predict the product of the given reaction. From a dataset of Forward reaction prediction with 1.9M reactions from USPTO patents (1976-2016). Given the reactants B.[CH:2]([C:5]1[CH:6]=[CH:7][C:8]([O:24][CH3:25])=[C:9]([C:11]2[C:12]([C:21](O)=[O:22])=[CH:13][C:14]([C:17]([F:20])([F:19])[F:18])=[CH:15][CH:16]=2)[CH:10]=1)([CH3:4])[CH3:3].C(C1C=CC(OC)=C(C2C(C(N)=O)=CC(C(F)(F)F)=CC=2)C=1)(C)C, predict the reaction product. The product is: [CH:2]([C:5]1[CH:6]=[CH:7][C:8]([O:24][CH3:25])=[C:9]([C:11]2[CH:16]=[CH:15][C:14]([C:17]([F:18])([F:19])[F:20])=[CH:13][C:12]=2[CH2:21][OH:22])[CH:10]=1)([CH3:4])[CH3:3].